This data is from Reaction yield outcomes from USPTO patents with 853,638 reactions. The task is: Predict the reaction yield, written as a fraction of the theoretical maximum amount of product (1.0 means a 100% yield; for example, 0.34 means a 34% yield). (1) The reactants are C(N(CC)CC)C.[CH3:8][O:9][C:10]1[CH:11]=[C:12]([OH:20])[C:13](=[CH:18][CH:19]=1)[C:14]([O:16][CH3:17])=[O:15].[F:21][C:22]([F:35])([F:34])[S:23](O[S:23]([C:22]([F:35])([F:34])[F:21])(=[O:25])=[O:24])(=[O:25])=[O:24]. The catalyst is ClCCl. The product is [CH3:8][O:9][C:10]1[CH:19]=[CH:18][C:13]([C:14]([O:16][CH3:17])=[O:15])=[C:12]([O:20][S:23]([C:22]([F:35])([F:34])[F:21])(=[O:25])=[O:24])[CH:11]=1. The yield is 0.760. (2) The reactants are C[O:2][C:3](=[O:39])[C@H:4]([CH2:21][C:22]1[CH:27]=[CH:26][C:25]([NH:28][C:29]([C:31]2[C:36]([Cl:37])=[CH:35][CH:34]=[CH:33][C:32]=2[Cl:38])=[O:30])=[CH:24][CH:23]=1)[NH:5][C:6]([C:8]1([CH2:13][CH2:14][CH2:15][CH2:16][S:17]([CH3:20])(=[O:19])=[O:18])[CH2:12][CH2:11][CH2:10][CH2:9]1)=[S:7].[OH-].[Na+]. The catalyst is C(O)C.O.C(OCC)C. The product is [Cl:38][C:32]1[CH:33]=[CH:34][CH:35]=[C:36]([Cl:37])[C:31]=1[C:29]([NH:28][C:25]1[CH:26]=[CH:27][C:22]([CH2:21][C@@H:4]([C:3]([OH:39])=[O:2])[NH:5][C:6]([C:8]2([CH2:13][CH2:14][CH2:15][CH2:16][S:17]([CH3:20])(=[O:19])=[O:18])[CH2:9][CH2:10][CH2:11][CH2:12]2)=[S:7])=[CH:23][CH:24]=1)=[O:30]. The yield is 0.700.